From a dataset of Full USPTO retrosynthesis dataset with 1.9M reactions from patents (1976-2016). Predict the reactants needed to synthesize the given product. (1) Given the product [Cl:1][C:2]1[C:14]([CH3:15])=[CH:13][C:5]2[CH:6]([CH3:12])[NH:7][N:8]([CH3:17])[S:9](=[O:11])(=[O:10])[C:4]=2[C:3]=1[Cl:16], predict the reactants needed to synthesize it. The reactants are: [Cl:1][C:2]1[C:14]([CH3:15])=[CH:13][C:5]2[CH:6]([CH3:12])[NH:7][NH:8][S:9](=[O:11])(=[O:10])[C:4]=2[C:3]=1[Cl:16].[CH3:17]I. (2) Given the product [F:18][C:19]([F:30])([F:29])[C:20]([N:7]1[CH2:8][CH2:9][C:4]2([O:10][CH2:1][CH2:2][O:3]2)[CH2:5][CH2:6]1)=[O:21], predict the reactants needed to synthesize it. The reactants are: [CH2:1]1[O:10][C:4]2([CH2:9][CH2:8][NH:7][CH2:6][CH2:5]2)[O:3][CH2:2]1.CCN(CC)CC.[F:18][C:19]([F:30])([F:29])[C:20](O[C:20](=[O:21])[C:19]([F:30])([F:29])[F:18])=[O:21]. (3) Given the product [F:1][C:2]1[CH:7]=[CH:6][CH:5]=[C:4]([F:8])[C:3]=1[N:9]1[C:14]2[N:15]=[C:16]([N:43]([CH3:44])[CH3:42])[N:17]=[C:18]([C:19]3[CH:20]=[C:21]([NH:26][C:27](=[O:36])[C:28]4[CH:33]=[CH:32][C:31]([CH3:34])=[C:30]([F:35])[CH:29]=4)[CH:22]=[CH:23][C:24]=3[CH3:25])[C:13]=2[CH2:12][NH:11][C:10]1=[O:41], predict the reactants needed to synthesize it. The reactants are: [F:1][C:2]1[CH:7]=[CH:6][CH:5]=[C:4]([F:8])[C:3]=1[N:9]1[C:14]2[N:15]=[C:16](S(C)(=O)=O)[N:17]=[C:18]([C:19]3[CH:20]=[C:21]([NH:26][C:27](=[O:36])[C:28]4[CH:33]=[CH:32][C:31]([CH3:34])=[C:30]([F:35])[CH:29]=4)[CH:22]=[CH:23][C:24]=3[CH3:25])[C:13]=2[CH2:12][NH:11][C:10]1=[O:41].[CH3:42][NH:43][CH3:44]. (4) Given the product [CH3:17][NH:16][C:13]1[N:14]([CH3:15])[C:10]2[C:9]3[CH:8]=[CH:7][CH:6]=[CH:5][C:4]=3[N:3]=[C:2]([NH2:18])[C:11]=2[N:12]=1, predict the reactants needed to synthesize it. The reactants are: Cl[C:2]1[C:11]2[N:12]=[C:13]([NH:16][CH3:17])[N:14]([CH3:15])[C:10]=2[C:9]2[CH:8]=[CH:7][CH:6]=[CH:5][C:4]=2[N:3]=1.[NH3:18]. (5) The reactants are: COC(=O)C(NC1C=C(Cl)C=C(Cl)C=1OCC1C=CC=CC=1)=CC([O-])=O.C([O:34][C:35]([C:37]1[CH:46]=[C:45]([O:47]CC2C=CC=CC=2)[C:44]2[C:39](=[C:40]([O:62]CC3C=CC=CC=3)[CH:41]=[C:42]([C:55]3[CH:60]=[CH:59][CH:58]=[CH:57][C:56]=3[Cl:61])[CH:43]=2)[N:38]=1)=[O:36])C1C=CC=CC=1. Given the product [OH:47][C:45]1[C:44]2[C:39](=[C:40]([OH:62])[CH:41]=[C:42]([C:55]3[CH:60]=[CH:59][CH:58]=[CH:57][C:56]=3[Cl:61])[CH:43]=2)[N:38]=[C:37]([C:35]([OH:36])=[O:34])[CH:46]=1, predict the reactants needed to synthesize it.